Dataset: NCI-60 drug combinations with 297,098 pairs across 59 cell lines. Task: Regression. Given two drug SMILES strings and cell line genomic features, predict the synergy score measuring deviation from expected non-interaction effect. (1) Drug 1: CC(C)NC(=O)C1=CC=C(C=C1)CNNC.Cl. Drug 2: CC1C(C(CC(O1)OC2CC(CC3=C2C(=C4C(=C3O)C(=O)C5=CC=CC=C5C4=O)O)(C(=O)C)O)N)O. Cell line: HOP-92. Synergy scores: CSS=55.0, Synergy_ZIP=0.886, Synergy_Bliss=-3.60, Synergy_Loewe=-0.0916, Synergy_HSA=3.88. (2) Drug 1: C1CCC(C1)C(CC#N)N2C=C(C=N2)C3=C4C=CNC4=NC=N3. Drug 2: CC1=C(N=C(N=C1N)C(CC(=O)N)NCC(C(=O)N)N)C(=O)NC(C(C2=CN=CN2)OC3C(C(C(C(O3)CO)O)O)OC4C(C(C(C(O4)CO)O)OC(=O)N)O)C(=O)NC(C)C(C(C)C(=O)NC(C(C)O)C(=O)NCCC5=NC(=CS5)C6=NC(=CS6)C(=O)NCCC[S+](C)C)O. Cell line: KM12. Synergy scores: CSS=35.0, Synergy_ZIP=-2.31, Synergy_Bliss=-2.46, Synergy_Loewe=-0.926, Synergy_HSA=-0.186. (3) Drug 1: CC1=C(C=C(C=C1)NC(=O)C2=CC=C(C=C2)CN3CCN(CC3)C)NC4=NC=CC(=N4)C5=CN=CC=C5. Drug 2: COC1=NC(=NC2=C1N=CN2C3C(C(C(O3)CO)O)O)N. Cell line: RXF 393. Synergy scores: CSS=-4.27, Synergy_ZIP=1.87, Synergy_Bliss=0.602, Synergy_Loewe=-6.87, Synergy_HSA=-6.55.